Dataset: Catalyst prediction with 721,799 reactions and 888 catalyst types from USPTO. Task: Predict which catalyst facilitates the given reaction. (1) Product: [N:1]1([CH2:7][CH2:8][NH:9][C:10]2[C:15]([F:16])=[CH:14][CH:13]=[CH:12][C:11]=2[CH:17]2[N:21]([CH2:22][CH2:23][C:24]([CH3:27])([CH3:26])[CH3:25])[C:20](=[O:28])[C@H:19]([CH2:29][C:30]([N:33]3[CH2:34][CH2:35][CH:36]([N:39]4[CH2:45][CH2:44][C:43]5[CH:46]=[CH:47][CH:48]=[CH:49][C:42]=5[NH:41][C:40]4=[O:50])[CH2:37][CH2:38]3)=[O:32])[S:18]2)[CH2:2][CH2:3][CH2:4][CH2:5][CH2:6]1. The catalyst class is: 303. Reactant: [N:1]1([CH2:7][CH2:8][NH:9][C:10]2[C:15]([F:16])=[CH:14][CH:13]=[CH:12][C:11]=2[CH:17]2[N:21]([CH2:22][CH2:23][C:24]([CH3:27])([CH3:26])[CH3:25])[C:20](=[O:28])[C@H:19]([CH2:29][C:30]([OH:32])=O)[S:18]2)[CH2:6][CH2:5][CH2:4][CH2:3][CH2:2]1.[NH:33]1[CH2:38][CH2:37][CH:36]([N:39]2[CH2:45][CH2:44][C:43]3[CH:46]=[CH:47][CH:48]=[CH:49][C:42]=3[NH:41][C:40]2=[O:50])[CH2:35][CH2:34]1.C(Cl)CCl.C1C=CC2N(O)N=NC=2C=1. (2) Reactant: [C:1]([C:3]1[CH:8]=[CH:7][C:6]([CH:9]2[CH2:14][C:13](=[O:15])[N:12]([C:16]3[CH:21]=[CH:20][CH:19]=[C:18]([C:22]([F:25])([F:24])[F:23])[CH:17]=3)[C:11]([CH3:26])=[C:10]2[C:27]([OH:29])=[O:28])=[CH:5][CH:4]=1)#[N:2].C1N=CN(C(N2C=NC=C2)=O)C=1.[CH2:42](O)[CH2:43][OH:44].C(N(CC)CC)C. Product: [C:1]([C:3]1[CH:4]=[CH:5][C:6]([CH:9]2[CH2:14][C:13](=[O:15])[N:12]([C:16]3[CH:21]=[CH:20][CH:19]=[C:18]([C:22]([F:24])([F:25])[F:23])[CH:17]=3)[C:11]([CH3:26])=[C:10]2[C:27]([O:29][CH2:42][CH2:43][OH:44])=[O:28])=[CH:7][CH:8]=1)#[N:2]. The catalyst class is: 35. (3) The catalyst class is: 33. Product: [CH3:1][N:2]([C:11]1[CH:16]=[CH:15][CH:14]=[CH:13][C:12]=1[F:17])[NH2:3]. Reactant: [CH3:1][N:2]([C:11]1[CH:16]=[CH:15][CH:14]=[CH:13][C:12]=1[F:17])[N:3]=CC1C=CC=CC=1. (4) Reactant: [NH:1]1[C:9]2[C:4](=[CH:5][CH:6]=[CH:7][CH:8]=2)[C:3]([CH2:10][C:11]([O:13][CH3:14])=[O:12])=[N:2]1.CC([O-])(C)C.[Na+].[Cl:21][C:22]1[CH:30]=[CH:29][C:25]([C:26](Cl)=[O:27])=[CH:24][CH:23]=1. Product: [Cl:21][C:22]1[CH:30]=[CH:29][C:25]([C:26]([N:1]2[C:9]3[C:4](=[CH:5][CH:6]=[CH:7][CH:8]=3)[C:3]([CH2:10][C:11]([O:13][CH3:14])=[O:12])=[N:2]2)=[O:27])=[CH:24][CH:23]=1. The catalyst class is: 1. (5) Reactant: [C:1]([O:5][C:6]([N:8]1[CH2:12][C@H:11]([CH2:13][N:14]([CH3:24])[C:15](=[O:23])[CH2:16][C:17]2[CH:22]=[CH:21][CH:20]=[CH:19][CH:18]=2)[C@@H:10]([CH2:25][N:26]([CH:43]([CH3:45])[CH3:44])[C:27](=[O:42])[C:28]2[CH:33]=[CH:32][C:31]([O:34][CH3:35])=[C:30]([O:36][CH2:37][CH2:38][CH2:39][O:40][CH3:41])[CH:29]=2)[CH2:9]1)=[O:7])([CH3:4])([CH3:3])[CH3:2]. Product: [C:1]([O:5][C:6]([N:8]1[CH2:12][C@@H:11]([CH2:13][N:14]([CH3:24])[C:15](=[O:23])[CH2:16][C:17]2[CH:22]=[CH:21][CH:20]=[CH:19][CH:18]=2)[C@H:10]([CH2:25][N:26]([CH:43]([CH3:45])[CH3:44])[C:27](=[O:42])[C:28]2[CH:33]=[CH:32][C:31]([O:34][CH3:35])=[C:30]([O:36][CH2:37][CH2:38][CH2:39][O:40][CH3:41])[CH:29]=2)[CH2:9]1)=[O:7])([CH3:3])([CH3:4])[CH3:2]. The catalyst class is: 8.